This data is from Catalyst prediction with 721,799 reactions and 888 catalyst types from USPTO. The task is: Predict which catalyst facilitates the given reaction. Reactant: [N+:1]([C:4]1[CH:9]=[CH:8][C:7]([OH:10])=[CH:6][CH:5]=1)([O-:3])=[O:2].[CH2:11]([N:18]1[CH2:22][CH2:21][CH:20](O)[CH2:19]1)[C:12]1[CH:17]=[CH:16][CH:15]=[CH:14][CH:13]=1.N(C(OC(C)C)=O)=NC(OC(C)C)=O.O. Product: [CH2:11]([N:18]1[CH2:22][CH2:21][CH:20]([O:10][C:7]2[CH:8]=[CH:9][C:4]([N+:1]([O-:3])=[O:2])=[CH:5][CH:6]=2)[CH2:19]1)[C:12]1[CH:17]=[CH:16][CH:15]=[CH:14][CH:13]=1. The catalyst class is: 1.